The task is: Regression. Given a peptide amino acid sequence and an MHC pseudo amino acid sequence, predict their binding affinity value. This is MHC class I binding data.. This data is from Peptide-MHC class I binding affinity with 185,985 pairs from IEDB/IMGT. (1) The peptide sequence is RQFPTEFEF. The MHC is Mamu-B3901 with pseudo-sequence Mamu-B3901. The binding affinity (normalized) is 0.373. (2) The peptide sequence is SFFLWVIIL. The MHC is HLA-A02:01 with pseudo-sequence HLA-A02:01. The binding affinity (normalized) is 0.114. (3) The peptide sequence is LVTMGTGTFGR. The MHC is HLA-B37:01 with pseudo-sequence YHSTYREISTNTYEDTLYIRSNFYTWAVDAYTWY. The binding affinity (normalized) is 0.0847. (4) The peptide sequence is HFINEQGESII. The MHC is HLA-A26:01 with pseudo-sequence HLA-A26:01. The binding affinity (normalized) is 0. (5) The peptide sequence is KYYNDILKL. The MHC is HLA-B08:03 with pseudo-sequence HLA-B08:03. The binding affinity (normalized) is 0.0847.